Dataset: Full USPTO retrosynthesis dataset with 1.9M reactions from patents (1976-2016). Task: Predict the reactants needed to synthesize the given product. (1) Given the product [C:1]([N:4]1[C:12]2[C:7](=[CH:8][CH:9]=[C:10]([F:13])[CH:11]=2)[C:6](=[C:27]([OH:28])[C:26]2[CH:30]=[CH:31][CH:32]=[C:24]([CH2:23][NH:22][C:20]([O:19][C:15]([CH3:17])([CH3:16])[CH3:18])=[O:21])[CH:25]=2)[C:5]1=[O:14])(=[O:3])[CH3:2], predict the reactants needed to synthesize it. The reactants are: [C:1]([N:4]1[C:12]2[C:7](=[CH:8][CH:9]=[C:10]([F:13])[CH:11]=2)[CH2:6][C:5]1=[O:14])(=[O:3])[CH3:2].[C:15]([O:19][C:20]([NH:22][CH2:23][C:24]1[CH:25]=[C:26]([CH:30]=[CH:31][CH:32]=1)[C:27](O)=[O:28])=[O:21])([CH3:18])([CH3:17])[CH3:16]. (2) Given the product [CH3:43][O:42][C:40]([C:38]1[S:39][C:35](/[CH:34]=[CH:33]\[CH2:32][NH:10][C@H:11]([CH2:19][CH2:20][C:21]([O:23][C:24]([CH3:27])([CH3:26])[CH3:25])=[O:22])[C:12]([O:14][C:15]([CH3:18])([CH3:17])[CH3:16])=[O:13])=[CH:36][CH:37]=1)=[O:41], predict the reactants needed to synthesize it. The reactants are: COC(=O)CC1C=CC(C[NH:10][C@H:11]([CH2:19][CH2:20][C:21]([O:23][C:24]([CH3:27])([CH3:26])[CH3:25])=[O:22])[C:12]([O:14][C:15]([CH3:18])([CH3:17])[CH3:16])=[O:13])=CC=1.Br[CH2:32]/[CH:33]=[CH:34]\[C:35]1[S:39][C:38]([C:40]([O:42][CH3:43])=[O:41])=[CH:37][CH:36]=1. (3) Given the product [F:36][C:32]1[C:24]2[N:25]([CH2:26][CH2:27][CH2:28][CH2:29][O:30][CH3:31])[C:21]([C:19]([N:14]([CH2:15][CH:16]([CH3:18])[CH3:17])[C@H:12]3[CH2:11][C@@H:10]([C:37]([N:40]4[CH2:44][CH2:43][CH2:42][CH2:41]4)=[O:38])[CH2:9][N:8]([C:6]([O:5][C:1]([CH3:3])([CH3:4])[CH3:2])=[O:7])[CH2:13]3)=[O:20])=[N:22][C:23]=2[CH:35]=[CH:34][CH:33]=1, predict the reactants needed to synthesize it. The reactants are: [C:1]([O:5][C:6]([N:8]1[CH2:13][C@@H:12]([N:14]([C:19]([C:21]2[N:25]([CH2:26][CH2:27][CH2:28][CH2:29][O:30][CH3:31])[C:24]3[C:32]([F:36])=[CH:33][CH:34]=[CH:35][C:23]=3[N:22]=2)=[O:20])[CH2:15][CH:16]([CH3:18])[CH3:17])[CH2:11][C@@H:10]([C:37](O)=[O:38])[CH2:9]1)=[O:7])([CH3:4])([CH3:3])[CH3:2].[NH:40]1[CH2:44][CH2:43][CH2:42][CH2:41]1.C1C=CC2N(O)N=NC=2C=1.CCN=C=NCCCN(C)C.Cl.